This data is from NCI-60 drug combinations with 297,098 pairs across 59 cell lines. The task is: Regression. Given two drug SMILES strings and cell line genomic features, predict the synergy score measuring deviation from expected non-interaction effect. (1) Drug 1: C1=NC2=C(N1)C(=S)N=CN2. Drug 2: C1=NC2=C(N=C(N=C2N1C3C(C(C(O3)CO)O)F)Cl)N. Cell line: CCRF-CEM. Synergy scores: CSS=32.5, Synergy_ZIP=-1.28, Synergy_Bliss=-2.08, Synergy_Loewe=-1.45, Synergy_HSA=0.632. (2) Drug 1: C1CCC(C1)C(CC#N)N2C=C(C=N2)C3=C4C=CNC4=NC=N3. Synergy scores: CSS=11.0, Synergy_ZIP=0.988, Synergy_Bliss=7.48, Synergy_Loewe=5.65, Synergy_HSA=7.27. Drug 2: CC1CCCC2(C(O2)CC(NC(=O)CC(C(C(=O)C(C1O)C)(C)C)O)C(=CC3=CSC(=N3)C)C)C. Cell line: MDA-MB-231. (3) Drug 1: CC1=C(C=C(C=C1)NC(=O)C2=CC=C(C=C2)CN3CCN(CC3)C)NC4=NC=CC(=N4)C5=CN=CC=C5. Drug 2: CS(=O)(=O)CCNCC1=CC=C(O1)C2=CC3=C(C=C2)N=CN=C3NC4=CC(=C(C=C4)OCC5=CC(=CC=C5)F)Cl. Cell line: PC-3. Synergy scores: CSS=-2.00, Synergy_ZIP=1.36, Synergy_Bliss=0.961, Synergy_Loewe=-2.69, Synergy_HSA=-2.63. (4) Drug 1: CC1=C(C=C(C=C1)NC(=O)C2=CC=C(C=C2)CN3CCN(CC3)C)NC4=NC=CC(=N4)C5=CN=CC=C5. Drug 2: CC(C)CN1C=NC2=C1C3=CC=CC=C3N=C2N. Cell line: NCIH23. Synergy scores: CSS=2.60, Synergy_ZIP=1.62, Synergy_Bliss=3.55, Synergy_Loewe=-0.326, Synergy_HSA=-0.383. (5) Drug 1: CC1CCC2CC(C(=CC=CC=CC(CC(C(=O)C(C(C(=CC(C(=O)CC(OC(=O)C3CCCCN3C(=O)C(=O)C1(O2)O)C(C)CC4CCC(C(C4)OC)O)C)C)O)OC)C)C)C)OC. Drug 2: C1CN(P(=O)(OC1)NCCCl)CCCl. Cell line: DU-145. Synergy scores: CSS=21.1, Synergy_ZIP=-1.69, Synergy_Bliss=4.47, Synergy_Loewe=-10.9, Synergy_HSA=3.03.